From a dataset of Reaction yield outcomes from USPTO patents with 853,638 reactions. Predict the reaction yield, written as a fraction of the theoretical maximum amount of product (1.0 means a 100% yield; for example, 0.34 means a 34% yield). (1) The reactants are BrC1C=C(N2CCNCC2)C=CC=1.CC1(C)C(C)(C)OB(C(C)=C)O1.[CH2:26]=[C:27]([C:29]1[CH:30]=[C:31]([N:35]2[CH2:40][CH2:39][NH:38][CH2:37][CH2:36]2)[CH:32]=[CH:33][CH:34]=1)[CH3:28]. The catalyst is [Pd].C(OC(=O)C)C. The product is [CH:27]([C:29]1[CH:30]=[C:31]([N:35]2[CH2:36][CH2:37][NH:38][CH2:39][CH2:40]2)[CH:32]=[CH:33][CH:34]=1)([CH3:28])[CH3:26]. The yield is 0.720. (2) The reactants are [ClH:1].[N:2]1[CH:7]=[CH:6][CH:5]=[C:4]([NH:8]/[N:9]=[CH:10]/[C:11](O)=O)[CH:3]=1.Cl[N:15]1C(=O)C[CH2:17][C:16]1=O.C(#N)C=C.C(=O)(O)[O-].[K+].[Cl-].[Na+]. The catalyst is C(OCC)(=O)C.O. The product is [Cl:1][C:10]1[CH2:11][CH:17]([C:16]#[N:15])[N:8]([C:4]2[CH:3]=[N:2][CH:7]=[CH:6][CH:5]=2)[N:9]=1. The yield is 0.575. (3) The reactants are C[SiH](C)C1C=CC=CC=1[SiH](C)C.[CH2:13]([N:20]1[CH2:26][CH2:25][CH2:24][CH2:23][CH2:22][C:21]1=O)[C:14]1[CH:19]=[CH:18][CH:17]=[CH:16][CH:15]=1. The catalyst is C1(C)C=CC=CC=1. The product is [CH2:13]([N:20]1[CH2:26][CH2:25][CH2:24][CH2:23][CH2:22][CH2:21]1)[C:14]1[CH:19]=[CH:18][CH:17]=[CH:16][CH:15]=1. The yield is 0.890. (4) The reactants are [CH3:1][O:2][C:3](=[O:40])[NH:4][CH:5]([C:9]([N:11]1[CH2:15][CH2:14][CH2:13][CH:12]1[C:16](=[O:39])[NH:17][C:18]1[CH:23]=[CH:22][C:21]([C:24]2[CH:29]=[CH:28][C:27](B3OC(C)(C)C(C)(C)O3)=[CH:26][CH:25]=2)=[CH:20][CH:19]=1)=[O:10])[CH:6]([CH3:8])[CH3:7].[CH3:41][O:42][C:43](=[O:68])[NH:44][CH:45]([C:49]([N:51]1[CH2:55][CH2:54][CH2:53][CH:52]1[C:56]1[NH:57][C:58]([C:61]2[CH:66]=[CH:65][C:64](Br)=[CH:63][CH:62]=2)=[CH:59][N:60]=1)=[O:50])[CH:46]([CH3:48])[CH3:47].C(=O)([O-])[O-].[K+].[K+]. The catalyst is COCCOC.C1C=CC([P]([Pd]([P](C2C=CC=CC=2)(C2C=CC=CC=2)C2C=CC=CC=2)([P](C2C=CC=CC=2)(C2C=CC=CC=2)C2C=CC=CC=2)[P](C2C=CC=CC=2)(C2C=CC=CC=2)C2C=CC=CC=2)(C2C=CC=CC=2)C2C=CC=CC=2)=CC=1. The product is [CH3:1][O:2][C:3](=[O:40])[NH:4][CH:5]([C:9]([N:11]1[CH2:15][CH2:14][CH2:13][CH:12]1[C:16](=[O:39])[NH:17][C:18]1[CH:19]=[CH:20][C:21]([C:24]2[CH:25]=[CH:26][C:27]([C:64]3[CH:65]=[CH:66][C:61]([C:58]4[NH:57][C:56]([CH:52]5[CH2:53][CH2:54][CH2:55][N:51]5[C:49](=[O:50])[CH:45]([NH:44][C:43]([O:42][CH3:41])=[O:68])[CH:46]([CH3:48])[CH3:47])=[N:60][CH:59]=4)=[CH:62][CH:63]=3)=[CH:28][CH:29]=2)=[CH:22][CH:23]=1)=[O:10])[CH:6]([CH3:8])[CH3:7]. The yield is 0.270. (5) The reactants are [Cl:1][C:2]1[N:10]=[C:9]2[C:5]([N:6]=[C:7]([CH2:17][OH:18])[N:8]2C2CCCCO2)=[C:4]([N:19]2[CH2:24][CH2:23][O:22][CH2:21][CH2:20]2)[N:3]=1.C1(C)C=CC(S(O)(=O)=O)=CC=1. The catalyst is CO. The product is [Cl:1][C:2]1[N:10]=[C:9]2[C:5]([N:6]=[C:7]([CH2:17][OH:18])[NH:8]2)=[C:4]([N:19]2[CH2:24][CH2:23][O:22][CH2:21][CH2:20]2)[N:3]=1. The yield is 1.00. (6) The reactants are [F:1][C:2]1[CH:7]=[C:6]([N:8]2[CH2:12][CH:11]([CH2:13][NH:14][C:15](=[O:17])[CH3:16])[O:10][C:9]2=[O:18])[CH:5]=[CH:4][C:3]=1[C:19]1[CH:24]=[CH:23][C:22]([CH2:25][OH:26])=[CH:21][CH:20]=1.C(N(CC)CC)C.[CH3:34][S:35](Cl)(=[O:37])=[O:36].O. The catalyst is C(Cl)Cl. The product is [C:15]([NH:14][CH2:13][CH:11]1[O:10][C:9](=[O:18])[N:8]([C:6]2[CH:5]=[CH:4][C:3]([C:19]3[CH:24]=[CH:23][C:22]([CH2:25][O:26][S:35]([CH3:34])(=[O:37])=[O:36])=[CH:21][CH:20]=3)=[C:2]([F:1])[CH:7]=2)[CH2:12]1)(=[O:17])[CH3:16]. The yield is 0.780. (7) The reactants are C([O:3][C:4](=O)[CH2:5][C:6](=O)[C:7]([F:10])([F:9])[F:8])C.[CH3:13][NH:14][NH2:15].Cl. The catalyst is CCO. The product is [CH3:13][N:14]1[C:4]([OH:3])=[CH:5][C:6]([C:7]([F:10])([F:9])[F:8])=[N:15]1. The yield is 0.890. (8) The reactants are [Cl:1][C:2]1[CH:7]=[CH:6][C:5]([C:8]2[O:9][C:10]3[CH:16]=[CH:15][C:14]([C:17](=[O:19])[CH3:18])=[CH:13][C:11]=3[N:12]=2)=[CH:4][CH:3]=1.[BH4-].[Na+]. The catalyst is O1CCCC1. The product is [Cl:1][C:2]1[CH:3]=[CH:4][C:5]([C:8]2[O:9][C:10]3[CH:16]=[CH:15][C:14]([CH:17]([OH:19])[CH3:18])=[CH:13][C:11]=3[N:12]=2)=[CH:6][CH:7]=1. The yield is 0.540.